Dataset: Reaction yield outcomes from USPTO patents with 853,638 reactions. Task: Predict the reaction yield, written as a fraction of the theoretical maximum amount of product (1.0 means a 100% yield; for example, 0.34 means a 34% yield). (1) The reactants are [C:1](OC)([CH3:4])([CH3:3])[CH3:2].[CH:7]1[C:16]2[C:11](=[CH:12][CH:13]=[CH:14][CH:15]=2)[CH:10]=[CH:9][C:8]=1[C:17]1[C:29]([C:30]([CH3:33])([CH3:32])[CH3:31])=[CH:28][C:27]2[C:26]3[C:21](=[CH:22][C:23]([C:38]4[CH:47]=[CH:46][C:45]5[C:40](=[CH:41][CH:42]=[CH:43][CH:44]=5)[CH:39]=4)=[C:24]([C:34]([CH3:37])([CH3:36])[CH3:35])[CH:25]=3)[CH2:20][C:19]=2[CH:18]=1.[CH2:48]([Li])[CH2:49][CH2:50][CH3:51].Cl. The catalyst is C(OCC)C.CCCCCC. The product is [CH2:2]([C:51](=[C:28]1[C:27]2[C:19]([CH:20]=[C:21]3[C:26]=2[CH:25]=[C:24]([C:34]([CH3:37])([CH3:36])[CH3:35])[C:23]([C:38]2[CH:47]=[CH:46][C:45]4[C:40](=[CH:41][CH:42]=[CH:43][CH:44]=4)[CH:39]=2)=[CH:22]3)=[C:18]([CH:21]2[CH:26]=[CH:27][CH:19]=[CH:20]2)[C:17]([C:8]2[CH:9]=[CH:10][C:11]3[C:16](=[CH:15][CH:14]=[CH:13][CH:12]=3)[CH:7]=2)=[C:29]1[C:30]([CH3:31])([CH3:32])[CH3:33])[CH2:50][C:49]1[CH:48]=[CH:16][CH:7]=[CH:8][CH:9]=1)[C:1]1[CH:4]=[CH:10][CH:11]=[CH:12][CH:3]=1. The yield is 0.530. (2) The reactants are [Cl:1][C:2]1[N:7]=[C:6]([NH:8]C(=O)C(C)(C)C)[C:5]([I:15])=[CH:4][CH:3]=1.Cl.C([O-])(O)=O.[Na+]. The catalyst is O1CCOCC1. The product is [Cl:1][C:2]1[N:7]=[C:6]([NH2:8])[C:5]([I:15])=[CH:4][CH:3]=1. The yield is 1.00. (3) The reactants are [CH3:1][C:2]1[CH:3]=[CH:4][C:5]2[O:9][C:8](=[O:10])[NH:7][C:6]=2[CH:11]=1.[N+:12]([O-])(O)=O. The catalyst is [Pd].CO. The product is [NH2:12][C:3]1[C:2]([CH3:1])=[CH:11][C:6]2[NH:7][C:8](=[O:10])[O:9][C:5]=2[CH:4]=1. The yield is 0.632.